This data is from Reaction yield outcomes from USPTO patents with 853,638 reactions. The task is: Predict the reaction yield, written as a fraction of the theoretical maximum amount of product (1.0 means a 100% yield; for example, 0.34 means a 34% yield). (1) The reactants are [C@H:1]([NH:5][C:6]1[C:7]([C:17]#[N:18])=[CH:8][C:9]([CH3:16])=[C:10]([CH:15]=1)[C:11]([O:13][CH3:14])=[O:12])([CH2:3][CH3:4])[CH3:2].OO.C(=O)([O-])[O-:22].[K+].[K+]. The catalyst is CS(C)=O. The product is [C@H:1]([NH:5][C:6]1[C:7]([C:17]([NH2:18])=[O:22])=[CH:8][C:9]([CH3:16])=[C:10]([CH:15]=1)[C:11]([O:13][CH3:14])=[O:12])([CH2:3][CH3:4])[CH3:2]. The yield is 0.930. (2) The reactants are Br[C:2]1[CH:3]=[C:4]2[C:9](=[C:10]([F:12])[CH:11]=1)[C:8](=[O:13])[N:7]([C:14]([O:16][C:17]([CH3:20])([CH3:19])[CH3:18])=[O:15])[CH2:6][CH2:5]2.[B:21]1([B:21]2[O:25][C:24]([CH3:27])([CH3:26])[C:23]([CH3:29])([CH3:28])[O:22]2)[O:25][C:24]([CH3:27])([CH3:26])[C:23]([CH3:29])([CH3:28])[O:22]1.CC([O-])=O.[K+]. The catalyst is CC#N.C1C=CC(P(C2C=CC=CC=2)[C-]2C=CC=C2)=CC=1.C1C=CC(P(C2C=CC=CC=2)[C-]2C=CC=C2)=CC=1.Cl[Pd]Cl.[Fe+2]. The product is [F:12][C:10]1[CH:11]=[C:2]([B:21]2[O:25][C:24]([CH3:27])([CH3:26])[C:23]([CH3:29])([CH3:28])[O:22]2)[CH:3]=[C:4]2[C:9]=1[C:8](=[O:13])[N:7]([C:14]([O:16][C:17]([CH3:20])([CH3:19])[CH3:18])=[O:15])[CH2:6][CH2:5]2. The yield is 0.880. (3) The reactants are [OH:1][CH2:2][CH2:3][CH2:4][CH2:5][C@H:6]1[CH2:11][CH2:10][C@H:9]([CH2:12][N:13]([CH3:27])[S:14]([C:17]2[CH:22]=[CH:21][C:20]([C:23]([F:26])([F:25])[F:24])=[CH:19][CH:18]=2)(=[O:16])=[O:15])[CH2:8][CH2:7]1. The catalyst is N1C=CC=CC=1. The product is [CH3:27][N:13]([CH2:12][C@H:9]1[CH2:8][CH2:7][C@H:6]([CH2:5][CH2:4][CH2:3][CH2:2][O:1][S:14]([CH3:17])(=[O:16])=[O:15])[CH2:11][CH2:10]1)[S:14]([C:17]1[CH:18]=[CH:19][C:20]([C:23]([F:26])([F:24])[F:25])=[CH:21][CH:22]=1)(=[O:16])=[O:15]. The yield is 0.928. (4) The reactants are [Br:1][C:2]1[N:6]2[N:7]=[C:8]([Cl:12])[CH:9]=[C:10](Br)[C:5]2=[N:4][CH:3]=1.[CH3:13][C:14]1[CH:19]=[CH:18][N:17]=[CH:16][C:15]=1B(O)O.[O-]P([O-])([O-])=O.[K+].[K+].[K+]. The catalyst is C1C=CC([P]([Pd]([P](C2C=CC=CC=2)(C2C=CC=CC=2)C2C=CC=CC=2)([P](C2C=CC=CC=2)(C2C=CC=CC=2)C2C=CC=CC=2)[P](C2C=CC=CC=2)(C2C=CC=CC=2)C2C=CC=CC=2)(C2C=CC=CC=2)C2C=CC=CC=2)=CC=1.O1CCOCC1. The product is [Br:1][C:2]1[N:6]2[N:7]=[C:8]([Cl:12])[CH:9]=[C:10]([C:15]3[CH:16]=[N:17][CH:18]=[CH:19][C:14]=3[CH3:13])[C:5]2=[N:4][CH:3]=1. The yield is 0.154. (5) The catalyst is ClCCl.[O-2].[Mn+2]. The yield is 0.350. The product is [NH2:1][C:2]1[CH:7]=[C:6]([O:8][CH3:9])[CH:5]=[CH:4][C:3]=1[CH:10]=[O:11]. The reactants are [NH2:1][C:2]1[CH:7]=[C:6]([O:8][CH3:9])[CH:5]=[CH:4][C:3]=1[CH2:10][OH:11]. (6) The reactants are O[Li:2].O.C[O:5][C:6]([C:8]1[CH:9]=[C:10]([CH:43]=[CH:44][CH:45]=1)[CH2:11][CH2:12][C:13]1[C:18]([C:19]([F:22])([F:21])[F:20])=[CH:17][N:16]=[C:15]([NH:23][C:24]2[CH:29]=[CH:28][C:27]([N:30]3[CH2:35][CH2:34][N:33]([C:36]([O:38][C:39]([CH3:42])([CH3:41])[CH3:40])=[O:37])[CH2:32][CH2:31]3)=[CH:26][CH:25]=2)[N:14]=1)=[O:7]. The catalyst is C1COCC1.O.CO. The product is [C:39]([O:38][C:36]([N:33]1[CH2:34][CH2:35][N:30]([C:27]2[CH:26]=[CH:25][C:24]([NH:23][C:15]3[N:14]=[C:13]([CH2:12][CH2:11][C:10]4[CH:9]=[C:8]([CH:45]=[CH:44][CH:43]=4)[C:6]([O-:7])=[O:5])[C:18]([C:19]([F:20])([F:21])[F:22])=[CH:17][N:16]=3)=[CH:29][CH:28]=2)[CH2:31][CH2:32]1)=[O:37])([CH3:42])([CH3:40])[CH3:41].[Li+:2]. The yield is 0.910. (7) The reactants are Cl[C:2]1[N:3]=[N:4][CH:5]=[C:6]([C:8]([N:10]2[CH2:15][CH2:14][CH2:13][CH:12]([C:16]3[CH:21]=[CH:20][C:19]([Cl:22])=[CH:18][C:17]=3[C:23]([F:26])([F:25])[F:24])[CH2:11]2)=[O:9])[CH:7]=1.[CH3:27][NH:28][CH3:29]. The catalyst is C(O)CCC. The product is [Cl:22][C:19]1[CH:20]=[CH:21][C:16]([CH:12]2[CH2:13][CH2:14][CH2:15][N:10]([C:8]([C:6]3[CH:7]=[C:2]([N:28]([CH3:29])[CH3:27])[N:3]=[N:4][CH:5]=3)=[O:9])[CH2:11]2)=[C:17]([C:23]([F:26])([F:25])[F:24])[CH:18]=1. The yield is 0.560.